Dataset: NCI-60 drug combinations with 297,098 pairs across 59 cell lines. Task: Regression. Given two drug SMILES strings and cell line genomic features, predict the synergy score measuring deviation from expected non-interaction effect. (1) Drug 1: COC1=NC(=NC2=C1N=CN2C3C(C(C(O3)CO)O)O)N. Drug 2: C1=CC=C(C=C1)NC(=O)CCCCCCC(=O)NO. Cell line: A549. Synergy scores: CSS=-3.07, Synergy_ZIP=-1.51, Synergy_Bliss=-3.35, Synergy_Loewe=-18.3, Synergy_HSA=-8.32. (2) Drug 1: CNC(=O)C1=CC=CC=C1SC2=CC3=C(C=C2)C(=NN3)C=CC4=CC=CC=N4. Drug 2: CC(C)(C#N)C1=CC(=CC(=C1)CN2C=NC=N2)C(C)(C)C#N. Cell line: SN12C. Synergy scores: CSS=4.03, Synergy_ZIP=-2.35, Synergy_Bliss=-2.76, Synergy_Loewe=-2.14, Synergy_HSA=-1.98. (3) Drug 1: CC1C(C(CC(O1)OC2CC(CC3=C2C(=C4C(=C3O)C(=O)C5=C(C4=O)C(=CC=C5)OC)O)(C(=O)C)O)N)O.Cl. Drug 2: C1CC(=O)NC(=O)C1N2C(=O)C3=CC=CC=C3C2=O. Cell line: RPMI-8226. Synergy scores: CSS=39.8, Synergy_ZIP=9.94, Synergy_Bliss=13.6, Synergy_Loewe=-21.5, Synergy_HSA=12.3. (4) Drug 1: C1=CC(=CC=C1CC(C(=O)O)N)N(CCCl)CCCl.Cl. Drug 2: COC1=C2C(=CC3=C1OC=C3)C=CC(=O)O2. Synergy scores: CSS=19.7, Synergy_ZIP=-4.11, Synergy_Bliss=4.97, Synergy_Loewe=-5.16, Synergy_HSA=4.51. Cell line: IGROV1.